From a dataset of Reaction yield outcomes from USPTO patents with 853,638 reactions. Predict the reaction yield, written as a fraction of the theoretical maximum amount of product (1.0 means a 100% yield; for example, 0.34 means a 34% yield). (1) The reactants are [CH3:1][C:2]1([CH3:26])[N:8]([CH2:9][CH2:10][CH2:11][CH2:12][OH:13])[C:6](=[S:7])[N:5]([C:14]2[CH:15]=[CH:16][C:17]([C:24]#[N:25])=[C:18]([C:20]([F:23])([F:22])[F:21])[CH:19]=2)[C:3]1=[O:4].C1C=C[NH+]=CC=1.C1C=C[NH+]=CC=1.[O-:39][Cr](O[Cr]([O-])(=O)=O)(=O)=O. The catalyst is CN(C=O)C. The product is [C:24]([C:17]1[CH:16]=[CH:15][C:14]([N:5]2[C:3](=[O:4])[C:2]([CH3:26])([CH3:1])[N:8]([CH2:9][CH2:10][CH2:11][C:12]([OH:39])=[O:13])[C:6]2=[S:7])=[CH:19][C:18]=1[C:20]([F:23])([F:22])[F:21])#[N:25]. The yield is 0.900. (2) The reactants are [NH2:1]OS(O)(=O)=O.[CH2:7]([S:9][CH2:10][CH3:11])[CH3:8].[OH-].[Na+].[Cl:14][C:15]1[CH:16]=[C:17]([CH3:27])[C:18]2[NH:23]C(=O)[O:21][C:20](=O)[C:19]=2[CH:26]=1. The catalyst is O.C(OCCCC)(=O)C. The product is [NH2:23][C:18]1[C:17]([CH3:27])=[CH:16][C:15]([Cl:14])=[CH:26][C:19]=1[C:20]([N:1]=[S:9]([CH2:10][CH3:11])[CH2:7][CH3:8])=[O:21]. The yield is 0.896. (3) The reactants are [CH3:1][N:2]1[C:11]2[NH:10][C:9]3[CH:12]=[C:13]([CH3:16])[CH:14]=[CH:15][C:8]=3[NH:7][C:6](=O)[C:5]=2[CH:4]=[N:3]1.[H-].[Al+3].[Li+].[H-].[H-].[H-].N. The catalyst is C1COCC1. The product is [CH3:1][N:2]1[C:11]2[NH:10][C:9]3[CH:12]=[C:13]([CH3:16])[CH:14]=[CH:15][C:8]=3[NH:7][CH2:6][C:5]=2[CH:4]=[N:3]1. The yield is 0.720.